From a dataset of Retrosynthesis with 50K atom-mapped reactions and 10 reaction types from USPTO. Predict the reactants needed to synthesize the given product. Given the product CCn1cc(C(=O)O)c(=O)c2ccc(F)c(OC)c21, predict the reactants needed to synthesize it. The reactants are: CCOC(=O)c1cn(CC)c2c(OC)c(F)ccc2c1=O.